This data is from Peptide-MHC class II binding affinity with 134,281 pairs from IEDB. The task is: Regression. Given a peptide amino acid sequence and an MHC pseudo amino acid sequence, predict their binding affinity value. This is MHC class II binding data. (1) The peptide sequence is NFRFMSKGGMRNVFD. The MHC is HLA-DPA10201-DPB10501 with pseudo-sequence HLA-DPA10201-DPB10501. The binding affinity (normalized) is 0. (2) The peptide sequence is GFIGLCKTLGSRCVR. The MHC is DRB1_0802 with pseudo-sequence DRB1_0802. The binding affinity (normalized) is 0.615. (3) The peptide sequence is TLTAFGFASADLIEI. The MHC is DRB1_1101 with pseudo-sequence DRB1_1101. The binding affinity (normalized) is 0.182.